From a dataset of Full USPTO retrosynthesis dataset with 1.9M reactions from patents (1976-2016). Predict the reactants needed to synthesize the given product. (1) Given the product [F:1][C:2]1[CH:3]=[CH:4][C:5]([O:8][CH2:9][C:10]2[N:14]([CH3:15])[N:13]=[CH:12][C:11]=2[CH:16]=[N:18][OH:19])=[N:6][CH:7]=1, predict the reactants needed to synthesize it. The reactants are: [F:1][C:2]1[CH:3]=[CH:4][C:5]([O:8][CH2:9][C:10]2[N:14]([CH3:15])[N:13]=[CH:12][C:11]=2[CH:16]=O)=[N:6][CH:7]=1.[NH2:18][OH:19].CO. (2) Given the product [Br:22][C:20]1[CH:21]=[C:16]([C:15]#[C:14][CH2:13][O:12][C:9]2[CH:10]=[CH:11][C:6]([O:5][CH2:4][C:3]([OH:25])=[O:2])=[C:7]([CH3:24])[CH:8]=2)[CH:17]=[C:18]([Br:23])[CH:19]=1, predict the reactants needed to synthesize it. The reactants are: C[O:2][C:3](=[O:25])[CH2:4][O:5][C:6]1[CH:11]=[CH:10][C:9]([O:12][CH2:13][C:14]#[C:15][C:16]2[CH:21]=[C:20]([Br:22])[CH:19]=[C:18]([Br:23])[CH:17]=2)=[CH:8][C:7]=1[CH3:24]. (3) Given the product [CH3:22][O:21][CH2:20][C:17]1[CH:16]=[CH:15][C:14]([N:11]2[C:12]([CH3:13])=[C:8]([C:6]([OH:7])=[O:5])[CH:9]=[N:10]2)=[CH:19][CH:18]=1, predict the reactants needed to synthesize it. The reactants are: [OH-].[Na+].C([O:5][C:6]([C:8]1[CH:9]=[N:10][N:11]([C:14]2[CH:19]=[CH:18][C:17]([CH2:20][O:21][CH3:22])=[CH:16][CH:15]=2)[C:12]=1[CH3:13])=[O:7])C. (4) Given the product [CH2:1]([N:3]1[CH2:4][CH2:5][N:6]([C:9]([C@:11]23[CH2:37][CH2:36][C@@H:35]([C:38]4([CH3:41])[CH2:39][CH2:40]4)[C@@H:12]2[C@@H:13]2[C@@:26]([CH3:29])([CH2:27][CH2:28]3)[C@@:25]3([CH3:30])[C@@H:16]([C@:17]4([CH3:34])[C@@H:22]([CH2:23][CH2:24]3)[C:21]([CH3:31])([CH3:32])[C@@H:20]([O:33][C:47](=[O:49])[CH2:48][C:43]([CH3:50])([CH3:42])[C:44]([OH:46])=[O:45])[CH2:19][CH2:18]4)[CH2:15][CH2:14]2)=[O:10])[CH2:7][CH2:8]1)[CH3:2], predict the reactants needed to synthesize it. The reactants are: [CH2:1]([N:3]1[CH2:8][CH2:7][N:6]([C:9]([C@:11]23[CH2:37][CH2:36][C@@H:35]([C:38]4([CH3:41])[CH2:40][CH2:39]4)[C@@H:12]2[C@@H:13]2[C@@:26]([CH3:29])([CH2:27][CH2:28]3)[C@@:25]3([CH3:30])[C@@H:16]([C@:17]4([CH3:34])[C@@H:22]([CH2:23][CH2:24]3)[C:21]([CH3:32])([CH3:31])[C@@H:20]([OH:33])[CH2:19][CH2:18]4)[CH2:15][CH2:14]2)=[O:10])[CH2:5][CH2:4]1)[CH3:2].[CH3:42][C:43]1([CH3:50])[CH2:48][C:47](=[O:49])[O:46][C:44]1=[O:45].